Dataset: Forward reaction prediction with 1.9M reactions from USPTO patents (1976-2016). Task: Predict the product of the given reaction. (1) Given the reactants CO[C:3](=[O:8])[CH2:4][CH2:5][O:6][CH3:7].[Li+].C[Si]([N-][Si](C)(C)C)(C)C.[CH:19]1([NH:24][C:25]2[C:30]([CH:31]=O)=[CH:29][N:28]=[C:27]([S:33][CH3:34])[N:26]=2)[CH2:23][CH2:22][CH2:21][CH2:20]1, predict the reaction product. The product is: [CH:19]1([N:24]2[C:25]3[N:26]=[C:27]([S:33][CH3:34])[N:28]=[CH:29][C:30]=3[CH:31]=[C:4]([CH2:5][O:6][CH3:7])[C:3]2=[O:8])[CH2:20][CH2:21][CH2:22][CH2:23]1. (2) Given the reactants [CH3:1][C:2]1[C:6]([N+:7]([O-:9])=[O:8])=[CH:5][NH:4][N:3]=1.C(N(CC)CC)C.[CH3:17][C:18]([O:21][C:22](O[C:22]([O:21][C:18]([CH3:20])([CH3:19])[CH3:17])=[O:23])=[O:23])([CH3:20])[CH3:19], predict the reaction product. The product is: [C:18]([O:21][C:22]([N:4]1[CH:5]=[C:6]([N+:7]([O-:9])=[O:8])[C:2]([CH3:1])=[N:3]1)=[O:23])([CH3:20])([CH3:19])[CH3:17]. (3) Given the reactants [CH3:1][N:2]1[C:10]2[C:5](=[CH:6][C:7]([C:11]3[N:16]4[N:17]=[C:18]([NH2:20])[N:19]=[C:15]4[CH:14]=[N:13][CH:12]=3)=[CH:8][CH:9]=2)[CH:4]=[N:3]1.Br[C:22]1[CH:23]=[C:24]2[C:28](=[CH:29][CH:30]=1)[NH:27][C:26](=[O:31])[CH2:25]2.CC(C1C=C(C(C)C)C(C2C(P(C3CCCCC3)C3CCCCC3)=C(OC)C=CC=2OC)=C(C(C)C)C=1)C, predict the reaction product. The product is: [CH3:1][N:2]1[C:10]2[C:5](=[CH:6][C:7]([C:11]3[N:16]4[N:17]=[C:18]([NH:20][C:22]5[CH:23]=[C:24]6[C:28](=[CH:29][CH:30]=5)[NH:27][C:26](=[O:31])[CH2:25]6)[N:19]=[C:15]4[CH:14]=[N:13][CH:12]=3)=[CH:8][CH:9]=2)[CH:4]=[N:3]1. (4) Given the reactants [CH3:1][C:2]1([CH3:11])[O:6][C@@H:5]([CH:7]=O)[C:4]([CH3:10])([CH3:9])[O:3]1.[OH2:12].Cl.[NH2:14]O.C([O-])([O-])=O.[Na+].[Na+], predict the reaction product. The product is: [CH3:1][C:2]1([CH3:11])[O:6][C@@H:5]([CH:7]=[N:14][OH:12])[C:4]([CH3:10])([CH3:9])[O:3]1. (5) Given the reactants [N+:1]([C:4]1[CH:8]=[CH:7][NH:6][N:5]=1)([O-:3])=[O:2].[H-].[Na+].Cl[CH2:12][O:13][CH2:14][CH2:15][Si:16]([CH3:19])([CH3:18])[CH3:17], predict the reaction product. The product is: [N+:1]([C:4]1[CH:8]=[CH:7][N:6]([CH2:12][O:13][CH2:14][CH2:15][Si:16]([CH3:19])([CH3:18])[CH3:17])[N:5]=1)([O-:3])=[O:2].